Task: Predict the reactants needed to synthesize the given product.. Dataset: Retrosynthesis with 50K atom-mapped reactions and 10 reaction types from USPTO (1) Given the product CC(Oc1ccc(C=O)cc1)C1CCCCC1, predict the reactants needed to synthesize it. The reactants are: CC(O)C1CCCCC1.O=Cc1ccc(O)cc1. (2) Given the product CCCCCCCCN(CCc1cc(C(C)(C)C)c(O)c(C(C)(C)C)c1)CCc1cc(C(C)(C)C)c(O)c(C(C)(C)C)c1, predict the reactants needed to synthesize it. The reactants are: CC(C)(C)c1cc(CCNCCc2cc(C(C)(C)C)c(O)c(C(C)(C)C)c2)cc(C(C)(C)C)c1O.CCCCCCCCBr. (3) Given the product COCC(=O)Nc1cc(N2C(=O)c3ccccc3C2=O)c(Cl)cc1F, predict the reactants needed to synthesize it. The reactants are: COCC(=O)Cl.Nc1cc(N2C(=O)c3ccccc3C2=O)c(Cl)cc1F. (4) Given the product CCCc1nc2c(C)cc(-c3nc4ccc(N(C)CCO)cc4n3C)cc2n1Cc1ccc(-c2ccccc2C(=O)OC(C)(C)C)cc1, predict the reactants needed to synthesize it. The reactants are: CC(C)(C)OC(=O)c1ccccc1-c1ccc(CBr)cc1.CCCc1nc2c(C)cc(-c3nc4ccc(N(C)CCO)cc4n3C)cc2[nH]1. (5) Given the product CN1CCC(Cc2ccc(Br)cc2)CC1, predict the reactants needed to synthesize it. The reactants are: Brc1ccc(CC2CCNCC2)cc1.C=O. (6) The reactants are: CCCOc1cc(NC2CCN(Cc3ccccc3)CC2)ccc1C(N)=O. Given the product CCCOc1cc(NC2CCNCC2)ccc1C(N)=O, predict the reactants needed to synthesize it.